Task: Predict the product of the given reaction.. Dataset: Forward reaction prediction with 1.9M reactions from USPTO patents (1976-2016) (1) The product is: [F:8][C:6]1[CH:5]=[C:4]([CH2:9][C:10]([C:25]2[CH:26]=[C:21]([O:20][CH3:19])[CH:22]=[CH:23][C:24]=2[O:27][CH3:28])=[O:12])[CH:3]=[C:2]([F:1])[CH:7]=1. Given the reactants [F:1][C:2]1[CH:3]=[C:4]([CH2:9][C:10]([OH:12])=O)[CH:5]=[C:6]([F:8])[CH:7]=1.C(Cl)(=O)C(Cl)=O.[CH3:19][O:20][C:21]1[CH:26]=[CH:25][C:24]([O:27][CH3:28])=[CH:23][CH:22]=1.[Cl-].[Al+3].[Cl-].[Cl-], predict the reaction product. (2) Given the reactants C(OC([NH:8][C:9]1[C:10]([C:24]([OH:26])=O)=[N:11][C:12]([C:16]2[C:21]([F:22])=[CH:20][CH:19]=[CH:18][C:17]=2[F:23])=[C:13]([F:15])[CH:14]=1)=O)(C)(C)C.[NH2:27][C:28]1[C:29]([N:37]2[CH2:42][C@H:41]([CH3:43])[CH2:40][C@H:39]([NH:44]C(=O)OC(C)(C)C)[CH2:38]2)=[C:30]2[CH2:36][CH2:35][O:34][C:31]2=[N:32][CH:33]=1.CN(C(ON1N=NC2C=CC=NC1=2)=[N+](C)C)C.F[P-](F)(F)(F)(F)F.CCN(C(C)C)C(C)C, predict the reaction product. The product is: [NH2:8][C:9]1[C:10]([C:24]([NH:27][C:28]2[C:29]([N:37]3[CH2:42][C@H:41]([CH3:43])[CH2:40][C@H:39]([NH2:44])[CH2:38]3)=[C:30]3[CH2:36][CH2:35][O:34][C:31]3=[N:32][CH:33]=2)=[O:26])=[N:11][C:12]([C:16]2[C:17]([F:23])=[CH:18][CH:19]=[CH:20][C:21]=2[F:22])=[C:13]([F:15])[CH:14]=1. (3) The product is: [Cl:22][CH2:21][CH2:20][CH2:19][S:1][C:2]1[CH:3]=[CH:4][C:5]([C:6]([O:8][CH3:9])=[O:7])=[CH:10][CH:11]=1. Given the reactants [SH:1][C:2]1[CH:11]=[CH:10][C:5]([C:6]([O:8][CH3:9])=[O:7])=[CH:4][CH:3]=1.C(=O)([O-])[O-].[K+].[K+].Br[CH2:19][CH2:20][CH2:21][Cl:22], predict the reaction product.